Dataset: Full USPTO retrosynthesis dataset with 1.9M reactions from patents (1976-2016). Task: Predict the reactants needed to synthesize the given product. (1) Given the product [ClH:12].[ClH:12].[OH:4][C@@H:2]([CH2:1][O:5][C:6]1[CH:11]=[CH:10][CH:9]=[C:8]([Cl:12])[C:7]=1[C:13]#[N:14])[CH2:3][NH:15][C:16]([CH3:29])([CH3:28])[CH2:17][C:18]1[CH:19]=[N:20][C:21]2[C:26]([CH:27]=1)=[CH:25][CH:24]=[CH:23][CH:22]=2, predict the reactants needed to synthesize it. The reactants are: [CH2:1]([O:5][C:6]1[CH:11]=[CH:10][CH:9]=[C:8]([Cl:12])[C:7]=1[C:13]#[N:14])[C@@H:2]1[O:4][CH2:3]1.[NH2:15][C:16]([CH3:29])([CH3:28])[CH2:17][C:18]1[CH:19]=[N:20][C:21]2[C:26]([CH:27]=1)=[CH:25][CH:24]=[CH:23][CH:22]=2. (2) Given the product [CH2:1]([N:3]1[CH2:8][CH2:7][CH:6]([C:9]2[CH:14]=[CH:13][CH:12]=[C:11]([O:15][CH:16]([CH3:17])[CH3:18])[CH:10]=2)[CH2:5][CH2:4]1)[CH3:2], predict the reactants needed to synthesize it. The reactants are: [CH2:1]([N:3]1[CH2:8][CH:7]=[C:6]([C:9]2[CH:14]=[CH:13][CH:12]=[C:11]([O:15][CH:16]([CH3:18])[CH3:17])[CH:10]=2)[CH2:5][CH2:4]1)[CH3:2]. (3) Given the product [F:39][C:2]([F:1])([F:38])[C:3]1[CH:8]=[CH:7][C:6]([CH:9]2[C:13]3[C:14]([CH3:34])=[C:15]([N:20]4[CH2:25][CH2:24][N:23]([C:26]5[CH:31]=[CH:30][C:29]([O:32][CH3:33])=[CH:28][CH:27]=5)[CH2:22][CH2:21]4)[C:16]([CH3:19])=[C:17]([CH3:18])[C:12]=3[O:11][C:10]2([CH3:35])[CH3:36])=[CH:5][CH:4]=1, predict the reactants needed to synthesize it. The reactants are: [F:1][C:2]([F:39])([F:38])[C:3]1[CH:8]=[CH:7][C:6]([C:9]2(O)[C:13]3[C:14]([CH3:34])=[C:15]([N:20]4[CH2:25][CH2:24][N:23]([C:26]5[CH:31]=[CH:30][C:29]([O:32][CH3:33])=[CH:28][CH:27]=5)[CH2:22][CH2:21]4)[C:16]([CH3:19])=[C:17]([CH3:18])[C:12]=3[O:11][C:10]2([CH3:36])[CH3:35])=[CH:5][CH:4]=1. (4) Given the product [CH3:10][O:11][C:2]1[C:7]([O:8][CH3:9])=[CH:6][CH:5]=[CH:4][N:3]=1, predict the reactants needed to synthesize it. The reactants are: Cl[C:2]1[C:7]([O:8][CH3:9])=[CH:6][CH:5]=[CH:4][N:3]=1.[CH3:10][O-:11].[Na+].O.